This data is from Reaction yield outcomes from USPTO patents with 853,638 reactions. The task is: Predict the reaction yield, written as a fraction of the theoretical maximum amount of product (1.0 means a 100% yield; for example, 0.34 means a 34% yield). (1) The reactants are Cl[C:2]1[CH:7]=[CH:6][C:5]([OH:8])=[CH:4][C:3]=1[N+:9]([O-:11])=[O:10].[OH:12][C:13]1[CH:18]=[CH:17][C:16]([SH:19])=[CH:15][CH:14]=1.C(=O)([O-])[O-].[Cs+].[Cs+].Cl. The catalyst is CN(C)C=O. The product is [OH:12][C:13]1[CH:18]=[CH:17][C:16]([S:19][C:2]2[CH:7]=[CH:6][C:5]([OH:8])=[CH:4][C:3]=2[N+:9]([O-:11])=[O:10])=[CH:15][CH:14]=1. The yield is 0.450. (2) The reactants are [F:1][C:2]([CH3:9])([CH3:8])[C:3](=O)[CH2:4][C:5]#[N:6].[OH-:10].[Na+].S(O)(O)(=O)=O.[NH2:17]O. The catalyst is O.CCO. The product is [F:1][C:2]([C:3]1[CH:4]=[C:5]([NH2:6])[O:10][N:17]=1)([CH3:9])[CH3:8]. The yield is 0.350. (3) The catalyst is C1COCC1. The yield is 0.957. The product is [N:4]12[CH2:9][CH2:8][C:7]([C:10]([O:12][CH2:13][CH3:14])=[O:11])([CH2:6][CH2:5]1)[CH2:2][CH2:3]2. The reactants are Cl[CH2:2][CH2:3][N:4]1[CH2:9][CH2:8][CH:7]([C:10]([O:12][CH2:13][CH3:14])=[O:11])[CH2:6][CH2:5]1.[Li+].CC([N-]C(C)C)C. (4) The reactants are Cl[CH2:2][C:3]1[CH:13]=[CH:12][C:6]2[O:7][C:8]([F:11])([F:10])[O:9][C:5]=2[CH:4]=1.[C-:14]#[N:15].[Na+].O.C(OC)(C)(C)C. The catalyst is CS(C)=O. The product is [F:10][C:8]1([F:11])[O:7][C:6]2[CH:12]=[CH:13][C:3]([CH2:2][C:14]#[N:15])=[CH:4][C:5]=2[O:9]1. The yield is 0.950. (5) The reactants are [CH3:1][C:2]1([CH3:17])[CH2:6][C:5]2[CH:7]=[CH:8][CH:9]=[C:10]([N:11]3[CH2:16][CH2:15][NH:14][CH2:13][CH2:12]3)[C:4]=2[O:3]1.Cl[CH2:19][CH2:20][C:21]1[CH:22]=[C:23](F)[C:24]2[O:29][CH2:28][C:27](=[O:30])[NH:26][C:25]=2[CH:31]=1. No catalyst specified. The product is [CH3:1][C:2]1([CH3:17])[CH2:6][C:5]2[CH:7]=[CH:8][CH:9]=[C:10]([N:11]3[CH2:16][CH2:15][N:14]([CH2:19][CH2:20][C:21]4[CH:22]=[CH:23][C:24]5[O:29][CH2:28][C:27](=[O:30])[NH:26][C:25]=5[CH:31]=4)[CH2:13][CH2:12]3)[C:4]=2[O:3]1. The yield is 0.460. (6) The reactants are [C:1]1([CH:7]([C:26]2[CH:31]=[CH:30][CH:29]=[CH:28][CH:27]=2)[CH2:8][CH2:9][O:10][C:11](=[O:25])[CH2:12][C:13](=[O:24])[CH2:14][O:15][CH2:16][CH2:17][CH:18]2[CH2:23][CH2:22][CH2:21][CH2:20][CH2:19]2)[CH:6]=[CH:5][CH:4]=[CH:3][CH:2]=1.[Cl:32][C:33]1[CH:34]=[C:35]([CH:38]=[CH:39][CH:40]=1)[CH:36]=O.N1CCCCC1.C1(C)C=CC(S(O)(=O)=O)=CC=1. The catalyst is C1C=CC=CC=1. The product is [C:1]1([CH:7]([C:26]2[CH:31]=[CH:30][CH:29]=[CH:28][CH:27]=2)[CH2:8][CH2:9][O:10][C:11](=[O:25])[C:12]([C:13](=[O:24])[CH2:14][O:15][CH2:16][CH2:17][CH:18]2[CH2:19][CH2:20][CH2:21][CH2:22][CH2:23]2)=[CH:36][C:35]2[CH:38]=[CH:39][CH:40]=[C:33]([Cl:32])[CH:34]=2)[CH:2]=[CH:3][CH:4]=[CH:5][CH:6]=1. The yield is 1.00. (7) The reactants are [N:1]1[CH:6]=[CH:5][CH:4]=[CH:3][C:2]=1[C:7]1[N:15]2[C:10]([CH:11]=[CH:12][C:13]([C:16]([F:19])([F:18])[F:17])=[CH:14]2)=[CH:9][C:8]=1[CH2:20][OH:21]. The catalyst is O=[Mn]=O. The product is [N:1]1[CH:6]=[CH:5][CH:4]=[CH:3][C:2]=1[C:7]1[N:15]2[C:10]([CH:11]=[CH:12][C:13]([C:16]([F:17])([F:18])[F:19])=[CH:14]2)=[CH:9][C:8]=1[CH:20]=[O:21]. The yield is 0.770.